Predict which catalyst facilitates the given reaction. From a dataset of Catalyst prediction with 721,799 reactions and 888 catalyst types from USPTO. (1) Reactant: [F:1][CH:2]([F:24])[C:3]1[N:14]([S:15]([C:18]2[CH:23]=[CH:22][CH:21]=[CH:20][CH:19]=2)(=[O:17])=[O:16])[C:6]2=[N:7][CH:8]=[CH:9][C:10](B(O)O)=[C:5]2[CH:4]=1.Br[C:26]1[S:30][C:29]([S:31]([N:34]2[CH:38]=[CH:37][N:36]=[CH:35]2)(=[O:33])=[O:32])=[CH:28][CH:27]=1.C(=O)([O-])[O-].[Na+].[Na+].O1CCOCC1. Product: [F:1][CH:2]([F:24])[C:3]1[N:14]([S:15]([C:18]2[CH:23]=[CH:22][CH:21]=[CH:20][CH:19]=2)(=[O:17])=[O:16])[C:6]2=[N:7][CH:8]=[CH:9][C:10]([C:26]3[S:30][C:29]([S:31]([N:34]4[CH:38]=[CH:37][N:36]=[CH:35]4)(=[O:33])=[O:32])=[CH:28][CH:27]=3)=[C:5]2[CH:4]=1. The catalyst class is: 587. (2) Reactant: [N+:1]([C:4]1[CH:12]=[CH:11][CH:10]=[C:9]2[C:5]=1[CH:6]=[N:7][NH:8]2)([O-:3])=[O:2].[H-].[Na+].S(O[CH2:26][CH:27]1[CH2:32][CH2:31][CH2:30][N:29]([C:33]([O:35][C:36]([CH3:39])([CH3:38])[CH3:37])=[O:34])[CH2:28]1)(C1C=CC(C)=CC=1)(=O)=O. Product: [N+:1]([C:4]1[CH:12]=[CH:11][CH:10]=[C:9]2[C:5]=1[CH:6]=[N:7][N:8]2[CH2:26][CH:27]1[CH2:32][CH2:31][CH2:30][N:29]([C:33]([O:35][C:36]([CH3:37])([CH3:39])[CH3:38])=[O:34])[CH2:28]1)([O-:3])=[O:2]. The catalyst class is: 287. (3) Reactant: [O:1]1[C:5]2[C:6]([NH2:10])=[CH:7][CH:8]=[CH:9][C:4]=2[N:3]=[CH:2]1.[Cl:11][C:12]1[N:17]=[C:16](Cl)[CH:15]=[CH:14][N:13]=1.C1CCN2C(=NCCC2)CC1.C1(P(C2C=CC=CC=2)C2C3OC4C(=CC=CC=4P(C4C=CC=CC=4)C4C=CC=CC=4)C(C)(C)C=3C=CC=2)C=CC=CC=1. Product: [Cl:11][C:12]1[N:17]=[C:16]([NH:10][C:6]2[C:5]3[O:1][CH:2]=[N:3][C:4]=3[CH:9]=[CH:8][CH:7]=2)[CH:15]=[CH:14][N:13]=1. The catalyst class is: 62. (4) Reactant: [Cl:1][C:2]1[CH:3]=[C:4]([N:10]2[C:14]([CH3:15])=[C:13]([CH2:16][C:17]3[CH:32]=[CH:31][C:20]([C:21]([NH:23][NH:24][C:25](=O)[C:26]([CH3:29])([CH3:28])[CH3:27])=[O:22])=[CH:19][CH:18]=3)[C:12]([CH3:33])=[N:11]2)[CH:5]=[CH:6][C:7]=1[C:8]#[N:9].O.C1(C)C=CC(S(O)(=O)=O)=CC=1. Product: [C:26]([C:25]1[O:22][C:21]([C:20]2[CH:31]=[CH:32][C:17]([CH2:16][C:13]3[C:12]([CH3:33])=[N:11][N:10]([C:4]4[CH:5]=[CH:6][C:7]([C:8]#[N:9])=[C:2]([Cl:1])[CH:3]=4)[C:14]=3[CH3:15])=[CH:18][CH:19]=2)=[N:23][N:24]=1)([CH3:29])([CH3:28])[CH3:27]. The catalyst class is: 11. (5) Reactant: [CH2:1]([O:8][C:9]1[C:10]([CH2:17][N:18]([CH2:26][C:27]2[CH:32]=[C:31]([CH:33]3[NH:40][CH2:39][C:36]4([CH2:38][CH2:37]4)[CH2:35][O:34]3)[CH:30]=[C:29]([CH2:41][O:42][Si:43]([C:46]([CH3:49])([CH3:48])[CH3:47])([CH3:45])[CH3:44])[N:28]=2)[C:19](=[O:25])[O:20][C:21]([CH3:24])([CH3:23])[CH3:22])=[N:11][C:12]([O:15][CH3:16])=[CH:13][CH:14]=1)[C:2]1[CH:7]=[CH:6][CH:5]=[CH:4][CH:3]=1.[F:50][C:51]([F:62])([F:61])[C:52](O[C:52](=[O:53])[C:51]([F:62])([F:61])[F:50])=[O:53]. Product: [CH2:1]([O:8][C:9]1[C:10]([CH2:17][N:18]([CH2:26][C:27]2[CH:32]=[C:31]([CH:33]3[N:40]([C:52](=[O:53])[C:51]([F:62])([F:61])[F:50])[CH2:39][C:36]4([CH2:38][CH2:37]4)[CH2:35][O:34]3)[CH:30]=[C:29]([CH2:41][O:42][Si:43]([C:46]([CH3:49])([CH3:48])[CH3:47])([CH3:45])[CH3:44])[N:28]=2)[C:19](=[O:25])[O:20][C:21]([CH3:24])([CH3:23])[CH3:22])=[N:11][C:12]([O:15][CH3:16])=[CH:13][CH:14]=1)[C:2]1[CH:7]=[CH:6][CH:5]=[CH:4][CH:3]=1. The catalyst class is: 26. (6) Reactant: C([O:5][C:6]([C:8]1[CH:13]=[CH:12][C:11]([C:14]2[C:15]([C:29]([O:31][CH2:32][CH3:33])=[O:30])=[N:16][N:17]([C:23]3[CH:28]=[CH:27][CH:26]=[CH:25][CH:24]=3)[C:18]=2[CH2:19][CH2:20][CH2:21][CH3:22])=[C:10]([C:34]([N:36]2[CH2:45][CH2:44][C:43]3[C:38](=[CH:39][CH:40]=[CH:41][CH:42]=3)[CH2:37]2)=[O:35])[CH:9]=1)=[O:7])(C)(C)C.C(O)(C(F)(F)F)=O. Product: [CH2:19]([C:18]1[N:17]([C:23]2[CH:24]=[CH:25][CH:26]=[CH:27][CH:28]=2)[N:16]=[C:15]([C:29]([O:31][CH2:32][CH3:33])=[O:30])[C:14]=1[C:11]1[CH:12]=[CH:13][C:8]([C:6]([OH:7])=[O:5])=[CH:9][C:10]=1[C:34]([N:36]1[CH2:45][CH2:44][C:43]2[C:38](=[CH:39][CH:40]=[CH:41][CH:42]=2)[CH2:37]1)=[O:35])[CH2:20][CH2:21][CH3:22]. The catalyst class is: 2. (7) Reactant: Cl[C:2]1[N:7]=[CH:6][C:5]2[C:8]([N:14]3[CH2:17][CH:16]([C:18]([CH3:24])([CH3:23])[C:19]([O:21][CH3:22])=[O:20])[CH2:15]3)=[N:9][N:10]([CH:11]([CH3:13])[CH3:12])[C:4]=2[CH:3]=1.[NH2:25][C:26]1[CH:31]=[CH:30][N:29]=[C:28]([N:32]2[CH2:37][CH2:36][C:35]([CH3:39])([OH:38])[CH2:34][CH2:33]2)[N:27]=1.C1(P(C2CCCCC2)C2C(OC)=CC=C(OC)C=2C2C(C(C)C)=CC(C(C)C)=CC=2C(C)C)CCCCC1.C(=O)([O-])[O-].[Cs+].[Cs+]. Product: [OH:38][C:35]1([CH3:39])[CH2:36][CH2:37][N:32]([C:28]2[N:27]=[C:26]([NH:25][C:2]3[N:7]=[CH:6][C:5]4[C:8]([N:14]5[CH2:17][CH:16]([C:18]([CH3:24])([CH3:23])[C:19]([O:21][CH3:22])=[O:20])[CH2:15]5)=[N:9][N:10]([CH:11]([CH3:13])[CH3:12])[C:4]=4[CH:3]=3)[CH:31]=[CH:30][N:29]=2)[CH2:33][CH2:34]1. The catalyst class is: 12.